This data is from Forward reaction prediction with 1.9M reactions from USPTO patents (1976-2016). The task is: Predict the product of the given reaction. (1) The product is: [O:11]=[C:10]1[CH2:9][CH2:8][C:13](=[O:14])[N:12]1[O:15][C:16](=[O:17])[NH:1][C:2]1[CH:3]=[N:4][CH:5]=[CH:6][CH:7]=1. Given the reactants [NH2:1][C:2]1[CH:3]=[N:4][CH:5]=[CH:6][CH:7]=1.[CH2:8]1[C:13](=[O:14])[N:12]([O:15][C:16](ON2C(=O)CCC2=O)=[O:17])[C:10](=[O:11])[CH2:9]1, predict the reaction product. (2) Given the reactants Br[C:2]1[N:10]2[C:5]([CH:6]=[N:7][C:8]([NH:11][C:12]3[CH:17]=[CH:16][C:15]([CH:18]4[CH2:23][CH2:22][N:21]([CH2:24][C:25]([NH2:27])=[O:26])[CH2:20][CH2:19]4)=[CH:14][CH:13]=3)=[N:9]2)=[CH:4][CH:3]=1.CC1(C)C(C)(C)OB([C:36]2[CH:37]=[N:38][N:39]([CH2:41][CH2:42][C:43]#[N:44])[CH:40]=2)O1, predict the reaction product. The product is: [C:43]([CH2:42][CH2:41][N:39]1[CH:40]=[C:36]([C:2]2[N:10]3[C:5]([CH:6]=[N:7][C:8]([NH:11][C:12]4[CH:13]=[CH:14][C:15]([CH:18]5[CH2:19][CH2:20][N:21]([CH2:24][C:25]([NH2:27])=[O:26])[CH2:22][CH2:23]5)=[CH:16][CH:17]=4)=[N:9]3)=[CH:4][CH:3]=2)[CH:37]=[N:38]1)#[N:44]. (3) Given the reactants [C:1]([C:5]1[N:10]=[C:9]([N:11]2[CH2:16][CH2:15][N:14]([CH2:17][CH2:18][CH2:19][CH2:20][NH2:21])[CH2:13][CH2:12]2)[CH:8]=[C:7]([C:22]([F:25])([F:24])[F:23])[N:6]=1)([CH3:4])([CH3:3])[CH3:2].C1N=CN([C:31](N2C=NC=C2)=[O:32])C=1.[C:38]([C:40]1[CH:41]=[C:42]([N:50]2[CH2:55][CH2:54][NH:53][CH2:52][CH2:51]2)[CH:43]=[C:44]([C:46]([F:49])([F:48])[F:47])[CH:45]=1)#[N:39], predict the reaction product. The product is: [C:1]([C:5]1[N:10]=[C:9]([N:11]2[CH2:16][CH2:15][N:14]([CH2:17][CH2:18][CH2:19][CH2:20][NH:21][C:31]([N:53]3[CH2:54][CH2:55][N:50]([C:42]4[CH:43]=[C:44]([C:46]([F:48])([F:49])[F:47])[CH:45]=[C:40]([C:38]#[N:39])[CH:41]=4)[CH2:51][CH2:52]3)=[O:32])[CH2:13][CH2:12]2)[CH:8]=[C:7]([C:22]([F:24])([F:25])[F:23])[N:6]=1)([CH3:4])([CH3:2])[CH3:3]. (4) Given the reactants [CH2:1]([O:8][C:9]1[CH:14]=[CH:13][C:12]([OH:15])=[CH:11][CH:10]=1)[C:2]1[CH:7]=[CH:6][CH:5]=[CH:4][CH:3]=1.Cl[CH2:17][C@H:18]1[CH2:20][O:19]1.[F-].[Cs+], predict the reaction product. The product is: [CH2:1]([O:8][C:9]1[CH:10]=[CH:11][C:12]([O:15][CH2:17][C@@H:18]2[CH2:20][O:19]2)=[CH:13][CH:14]=1)[C:2]1[CH:3]=[CH:4][CH:5]=[CH:6][CH:7]=1. (5) The product is: [F:1][C:2]1[CH:7]=[CH:6][CH:5]=[C:4]([F:8])[C:3]=1[N:9]1[C:14]2=[N:15][C:16]([O:33][CH3:32])=[N:17][C:18]([C:19]3[CH:24]=[CH:23][C:22]([F:25])=[CH:21][C:20]=3[CH3:26])=[C:13]2[CH2:12][NH:11][C:10]1=[O:31]. Given the reactants [F:1][C:2]1[CH:7]=[CH:6][CH:5]=[C:4]([F:8])[C:3]=1[N:9]1[C:14]2=[N:15][C:16](S(C)(=O)=O)=[N:17][C:18]([C:19]3[CH:24]=[CH:23][C:22]([F:25])=[CH:21][C:20]=3[CH3:26])=[C:13]2[CH2:12][NH:11][C:10]1=[O:31].[CH3:32][O-:33].[Na+], predict the reaction product. (6) Given the reactants [NH2:1][CH2:2][CH2:3][NH:4][C:5](=[O:11])[O:6][C:7]([CH3:10])([CH3:9])[CH3:8].[Cl:12][C:13]1[CH:20]=[CH:19][C:16]([CH:17]=O)=[CH:15][CH:14]=1.[BH-](OC(C)=O)(OC(C)=O)OC(C)=O.[Na+].Cl, predict the reaction product. The product is: [C:7]([O:6][C:5](=[O:11])[NH:4][CH2:3][CH2:2][NH:1][CH2:17][C:16]1[CH:19]=[CH:20][C:13]([Cl:12])=[CH:14][CH:15]=1)([CH3:8])([CH3:10])[CH3:9]. (7) Given the reactants [CH3:1][N:2]1[C:10]([CH3:11])=[C:9]2[C:4]([CH:5]=[CH:6][C:7]([N:12]3[CH:17]=[CH:16][C:15]([OH:18])=[CH:14][C:13]3=[O:19])=[CH:8]2)=[N:3]1.[F:20][C:21]([F:30])([F:29])[C:22]1[S:23][CH:24]=[C:25]([CH2:27]O)[N:26]=1.C1(P(C2C=CC=CC=2)C2C=CC=CC=2)C=CC=CC=1, predict the reaction product. The product is: [CH3:1][N:2]1[C:10]([CH3:11])=[C:9]2[C:4]([CH:5]=[CH:6][C:7]([N:12]3[CH:17]=[CH:16][C:15]([O:18][CH2:27][C:25]4[N:26]=[C:22]([C:21]([F:30])([F:29])[F:20])[S:23][CH:24]=4)=[CH:14][C:13]3=[O:19])=[CH:8]2)=[N:3]1. (8) Given the reactants FC(F)(F)C1C=C(NC(=O)NC2C=CC(C3SC(CCC(OC)=O)=NC=3)=CC=2)C=CC=1.[NH2:32][C:33]1[CH:38]=[CH:37][C:36]([C:39]2[S:43][C:42]([CH:44]3[CH2:49][CH2:48][CH:47]([C:50]([O:52][CH3:53])=[O:51])[CH2:46][CH2:45]3)=[N:41][CH:40]=2)=[CH:35][CH:34]=1.[N:54]([C:57]1[CH:62]=[CH:61][C:60]([F:63])=[CH:59][C:58]=1[F:64])=[C:55]=[O:56], predict the reaction product. The product is: [F:64][C:58]1[CH:59]=[C:60]([F:63])[CH:61]=[CH:62][C:57]=1[NH:54][C:55](=[O:56])[NH:32][C:33]1[CH:34]=[CH:35][C:36]([C:39]2[S:43][C:42]([CH:44]3[CH2:45][CH2:46][CH:47]([C:50]([O:52][CH3:53])=[O:51])[CH2:48][CH2:49]3)=[N:41][CH:40]=2)=[CH:37][CH:38]=1.